This data is from Catalyst prediction with 721,799 reactions and 888 catalyst types from USPTO. The task is: Predict which catalyst facilitates the given reaction. (1) Reactant: [C:1]1([CH2:13][CH2:14][C:15]([NH2:17])=[O:16])[C:11]2=[C:12]3[C:7](=[CH:8][CH:9]=[CH:10]2)[CH2:6][CH2:5][CH2:4][N:3]3[CH:2]=1.C[O:19][C:20](=O)[C:21]([C:23]1[C:31]2[C:26](=[CH:27][CH:28]=[CH:29][CH:30]=2)[NH:25][CH:24]=1)=O.CC(C)([O-])C.[K+].Cl. Product: [C:1]1([CH2:13][C:14]2[C:15](=[O:16])[NH:17][C:20](=[O:19])[C:21]=2[C:23]2[C:31]3[C:26](=[CH:27][CH:28]=[CH:29][CH:30]=3)[NH:25][CH:24]=2)[C:11]2=[C:12]3[C:7](=[CH:8][CH:9]=[CH:10]2)[CH2:6][CH2:5][CH2:4][N:3]3[CH:2]=1. The catalyst class is: 54. (2) Reactant: [NH2:1][CH2:2][CH:3]([OH:12])[CH2:4][CH2:5][C:6]1[CH:11]=[CH:10][CH:9]=[CH:8][CH:7]=1.[CH3:13][C:14]([O:17][C:18](O[C:18]([O:17][C:14]([CH3:16])([CH3:15])[CH3:13])=[O:19])=[O:19])([CH3:16])[CH3:15]. Product: [OH:12][CH:3]([CH2:4][CH2:5][C:6]1[CH:7]=[CH:8][CH:9]=[CH:10][CH:11]=1)[CH2:2][NH:1][C:18](=[O:19])[O:17][C:14]([CH3:16])([CH3:15])[CH3:13]. The catalyst class is: 1. (3) Reactant: N#N.[CH3:3][O:4][CH2:5][CH:6]1[CH2:10][CH2:9][CH2:8][NH:7]1.Br[CH2:12][CH2:13][CH2:14][C:15]#[N:16].C([O-])([O-])=O.[K+].[K+]. Product: [CH3:3][O:4][CH2:5][CH:6]1[CH2:10][CH2:9][CH2:8][N:7]1[CH2:12][CH2:13][CH2:14][CH2:15][NH2:16]. The catalyst class is: 23. (4) Reactant: C([O:3][C:4](=[O:26])[C:5]([S:15]([C:18]1[CH:23]=[CH:22][C:21]([O:24][CH3:25])=[CH:20][CH:19]=1)(=[O:17])=[O:16])([CH3:14])[CH2:6][C:7]1[CH:12]=[CH:11][C:10]([Br:13])=[CH:9][CH:8]=1)C.C(OC(=O)C(S(C1C=CC(OC)=CC=1)(=O)=O)C)C.BrC1C=CC(CBr)=CC=1. Product: [Br:13][C:10]1[CH:9]=[CH:8][C:7]([CH2:6][C:5]([S:15]([C:18]2[CH:19]=[CH:20][C:21]([O:24][CH3:25])=[CH:22][CH:23]=2)(=[O:17])=[O:16])([CH3:14])[C:4]([OH:26])=[O:3])=[CH:12][CH:11]=1. The catalyst class is: 273. (5) Reactant: [N+:1]([C:4]1[CH:5]=[N:6][C:7]([NH:10][C:11](=[O:13])[CH3:12])=[N:8][CH:9]=1)([O-])=O. Product: [NH2:1][C:4]1[CH:5]=[N:6][C:7]([NH:10][C:11](=[O:13])[CH3:12])=[N:8][CH:9]=1. The catalyst class is: 50. (6) Reactant: S(Cl)([Cl:3])=O.[Cl:5][C:6]1[CH:7]=[C:8]2[C:13](=[CH:14][CH:15]=1)[C:12](=[O:16])[N:11]([C:17]1[CH:18]=[N:19][CH:20]=[C:21]([CH2:23]O)[CH:22]=1)[CH2:10][CH2:9]2. Product: [Cl:5][C:6]1[CH:7]=[C:8]2[C:13](=[CH:14][CH:15]=1)[C:12](=[O:16])[N:11]([C:17]1[CH:18]=[N:19][CH:20]=[C:21]([CH2:23][Cl:3])[CH:22]=1)[CH2:10][CH2:9]2. The catalyst class is: 2.